From a dataset of Peptide-MHC class II binding affinity with 134,281 pairs from IEDB. Regression. Given a peptide amino acid sequence and an MHC pseudo amino acid sequence, predict their binding affinity value. This is MHC class II binding data. The peptide sequence is VGAATGAATAATGGY. The MHC is HLA-DPA10301-DPB10402 with pseudo-sequence HLA-DPA10301-DPB10402. The binding affinity (normalized) is 0.